From a dataset of Forward reaction prediction with 1.9M reactions from USPTO patents (1976-2016). Predict the product of the given reaction. (1) The product is: [NH2:19][C:20]1[O:8][C:7]2[C:2](=[C:3]([C:17]#[N:18])[C:4]([CH3:16])=[C:5]([C:10]3[CH:15]=[CH:14][CH:13]=[CH:12][CH:11]=3)[C:6]=2[F:9])[N:1]=1. Given the reactants [NH2:1][C:2]1[C:7]([OH:8])=[C:6]([F:9])[C:5]([C:10]2[CH:15]=[CH:14][CH:13]=[CH:12][CH:11]=2)=[C:4]([CH3:16])[C:3]=1[C:17]#[N:18].[N:19]1(C(N2C=CN=C2)=N)C=CN=[CH:20]1, predict the reaction product. (2) Given the reactants CC(OI1(OC(C)=O)(OC(C)=O)OC(=O)C2C=CC=CC1=2)=O.ClCCl.[CH2:26]([C:30]1[C:35]([CH2:36][C:37]2[CH:42]=[CH:41][C:40]([C:43]3[CH:48]=[CH:47][CH:46]=[CH:45][C:44]=3[C:49]3[NH:53][C:52](=[O:54])[O:51][N:50]=3)=[CH:39][CH:38]=2)=[C:34]([O:55][CH2:56][CH:57]([OH:59])[CH3:58])[N:33]=[C:32]([CH3:60])[N:31]=1)[CH2:27][CH2:28][CH3:29].O, predict the reaction product. The product is: [CH2:26]([C:30]1[C:35]([CH2:36][C:37]2[CH:38]=[CH:39][C:40]([C:43]3[CH:48]=[CH:47][CH:46]=[CH:45][C:44]=3[C:49]3[NH:53][C:52](=[O:54])[O:51][N:50]=3)=[CH:41][CH:42]=2)=[C:34]([O:55][CH2:56][C:57](=[O:59])[CH3:58])[N:33]=[C:32]([CH3:60])[N:31]=1)[CH2:27][CH2:28][CH3:29]. (3) Given the reactants [CH2:1]([O:8][C:9](=[O:17])[CH2:10][CH2:11][C@@H:12]([C:14]([OH:16])=[O:15])[NH2:13])[C:2]1[CH:7]=[CH:6][CH:5]=[CH:4][CH:3]=1.C([O:20][C:21](=O)[C:22]([F:25])([F:24])[F:23])C, predict the reaction product. The product is: [CH2:1]([O:8][C:9](=[O:17])[CH2:10][CH2:11][C@@H:12]([C:14]([OH:16])=[O:15])[NH:13][C:21](=[O:20])[C:22]([F:25])([F:24])[F:23])[C:2]1[CH:3]=[CH:4][CH:5]=[CH:6][CH:7]=1. (4) Given the reactants [F:1][C:2]1[CH:7]=[CH:6][CH:5]=[C:4]([F:8])[C:3]=1[C:9]1[NH:10][C:11]2[C:17]([N+:18]([O-:20])=[O:19])=[CH:16][CH:15]=[CH:14][C:12]=2[N:13]=1.[F:21][C:22]1[CH:29]=[CH:28][CH:27]=[C:26]([F:30])[C:23]=1[CH2:24]Br, predict the reaction product. The product is: [F:21][C:22]1[CH:29]=[CH:28][CH:27]=[C:26]([F:30])[C:23]=1[CH2:24][N:13]1[C:12]2[CH:14]=[CH:15][CH:16]=[C:17]([N+:18]([O-:20])=[O:19])[C:11]=2[N:10]=[C:9]1[C:3]1[C:2]([F:1])=[CH:7][CH:6]=[CH:5][C:4]=1[F:8]. (5) Given the reactants [C:1]([O:5][C:6]([NH:8][C@@H:9]1[CH2:13][CH2:12][C@@H:11](C(O)=O)[CH2:10]1)=[O:7])([CH3:4])([CH3:3])[CH3:2].C1(P(N=[N+]=[N-])(C2C=CC=CC=2)=[O:24])C=CC=CC=1.C([N:36]([CH2:39]C)CC)C.[CH2:41]([OH:44])[CH:42]=[CH2:43], predict the reaction product. The product is: [C:1]([O:5][C:6](=[O:7])[NH:8][C@@H:9]1[CH2:13][CH2:12][C@@H:11]([NH:36][C:39]([O:44][CH2:41][CH:42]=[CH2:43])=[O:24])[CH2:10]1)([CH3:2])([CH3:3])[CH3:4]. (6) Given the reactants [CH3:1][CH:2]([CH3:16])[CH2:3][C:4]([C:7]1[S:11][C:10]([C:12]([O:14][CH3:15])=[O:13])=[CH:9][CH:8]=1)=[N:5]O, predict the reaction product. The product is: [NH2:5][CH:4]([C:7]1[S:11][C:10]([C:12]([O:14][CH3:15])=[O:13])=[CH:9][CH:8]=1)[CH2:3][CH:2]([CH3:16])[CH3:1]. (7) Given the reactants Cl.[NH2:2][OH:3].S([O-])([O-])(=O)=O.[Na+].[Na+].Cl.[C:12]([N:15]1[C:23]2[C:18](=[CH:19][CH:20]=[CH:21][C:22]=2[NH2:24])[CH2:17][CH2:16]1)(=[O:14])[CH3:13].Cl[C:26](Cl)(Cl)[CH:27]([OH:29])O, predict the reaction product. The product is: [C:12]([N:15]1[C:23]2[C:18](=[CH:19][CH:20]=[CH:21][C:22]=2[NH:24][C:27](=[O:29])[CH:26]=[N:2][OH:3])[CH2:17][CH2:16]1)(=[O:14])[CH3:13]. (8) Given the reactants [C:1](Cl)(=[O:19])[CH2:2][CH2:3][CH2:4][CH2:5][CH2:6][CH2:7][CH2:8]/[CH:9]=[CH:10]\[CH2:11]/[CH:12]=[CH:13]\[CH2:14][CH2:15][CH2:16][CH2:17][CH3:18].[C:21]([O:25][C:26](=[O:52])/[CH:27]=[CH:28]/[C:29]1[CH:34]=[CH:33][C:32]([C:35]2[CH:40]=[CH:39][C:38]([OH:41])=[C:37]([C:42]34[CH2:51][CH:46]5[CH2:47][CH:48]([CH2:50][CH:44]([CH2:45]5)[CH2:43]3)[CH2:49]4)[CH:36]=2)=[CH:31][CH:30]=1)([CH3:24])([CH3:23])[CH3:22].CCOC(C)=O, predict the reaction product. The product is: [C:42]12([C:37]3[CH:36]=[C:35]([C:32]4[CH:33]=[CH:34][C:29]([CH:28]=[CH:27][C:26]([O:25][C:21]([CH3:24])([CH3:23])[CH3:22])=[O:52])=[CH:30][CH:31]=4)[CH:40]=[CH:39][C:38]=3[O:41][C:1](=[O:19])[CH2:2][CH2:3][CH2:4][CH2:5][CH2:6][CH2:7][CH2:8]/[CH:9]=[CH:10]/[CH2:11][CH:12]=[CH:13][CH2:14][CH2:15][CH2:16][CH2:17][CH3:18])[CH2:43][CH:44]3[CH2:50][CH:48]([CH2:47][CH:46]([CH2:45]3)[CH2:51]1)[CH2:49]2. (9) Given the reactants [C:1]([C:3]1[CH:4]=[C:5]([CH:18]=[CH:19][CH:20]=1)[C:6]([NH:8][CH2:9][CH2:10][C:11]1[CH:16]=[CH:15][CH:14]=[C:13]([OH:17])[CH:12]=1)=[O:7])#[N:2].Cl[C:22]1[CH:27]=[CH:26][N:25]=[C:24]([C:28]2[NH:29][CH2:30][CH2:31][N:32]=2)[CH:23]=1.C([O-])([O-])=O.[Cs+].[Cs+], predict the reaction product. The product is: [C:1]([C:3]1[CH:4]=[C:5]([CH:18]=[CH:19][CH:20]=1)[C:6]([NH:8][CH2:9][CH2:10][C:11]1[CH:16]=[CH:15][CH:14]=[C:13]([O:17][C:22]2[CH:27]=[CH:26][N:25]=[C:24]([C:28]3[NH:29][CH2:30][CH2:31][N:32]=3)[CH:23]=2)[CH:12]=1)=[O:7])#[N:2]. (10) Given the reactants Cl[C:2](=[N:13][OH:14])[C@H:3]1[CH2:8][CH2:7][C@H:6]([C:9]([O:11]C)=[O:10])[CH2:5][CH2:4]1.[C:15]1(N2CCOCC2)[CH2:19][CH2:18][CH2:17][CH:16]=1.C(N(CC)CC)C, predict the reaction product. The product is: [O:14]1[C:16]2[CH2:17][CH2:18][CH2:19][C:15]=2[C:2]([C@H:3]2[CH2:8][CH2:7][C@H:6]([C:9]([OH:11])=[O:10])[CH2:5][CH2:4]2)=[N:13]1.